This data is from TCR-epitope binding with 47,182 pairs between 192 epitopes and 23,139 TCRs. The task is: Binary Classification. Given a T-cell receptor sequence (or CDR3 region) and an epitope sequence, predict whether binding occurs between them. (1) The epitope is DATYQRTRALVR. The TCR CDR3 sequence is CSASQDPYEQYF. Result: 1 (the TCR binds to the epitope). (2) The epitope is FPPTSFGPL. The TCR CDR3 sequence is CASSFTGGPYNEQFF. Result: 1 (the TCR binds to the epitope). (3) The TCR CDR3 sequence is CASSPPAGDTQYF. Result: 1 (the TCR binds to the epitope). The epitope is FLPRVFSAV. (4) The epitope is IVTDFSVIK. The TCR CDR3 sequence is CASSGTPGNTIYF. Result: 1 (the TCR binds to the epitope). (5) The epitope is EPLPQGQLTAY. The TCR CDR3 sequence is CASSFTGKGYNEQFF. Result: 0 (the TCR does not bind to the epitope). (6) The epitope is EILDITPCSF. The TCR CDR3 sequence is CASILRGLDNEQFF. Result: 0 (the TCR does not bind to the epitope). (7) The epitope is LLLGIGILV. The TCR CDR3 sequence is CASSFQGVFTEAFF. Result: 1 (the TCR binds to the epitope).